From a dataset of Experimentally validated miRNA-target interactions with 360,000+ pairs, plus equal number of negative samples. Binary Classification. Given a miRNA mature sequence and a target amino acid sequence, predict their likelihood of interaction. (1) The miRNA is mmu-miR-342-3p with sequence UCUCACACAGAAAUCGCACCCGU. The protein sequence of the target gene is MPSLLSTPKLAPVLARLRGLSGCMSCLQRRYSLQPAPVKKIPNRYLGQPSPVTHPHLLRPGEVTPGLSQVEYALRRHKLMALVHKEAQGHSGTDHTVVVLSNPTYYMSNDIPYTFHQDNNFLYLCGFQEPDSILVLQSFSGKQLPSHKAMLFVPRRDPGRELWDGPRSGTDGAIALTGVDEAYPLEEFQHLLPKLRAETNMVWYDWMKPSHAQLHSDYMQPLTEAKARSKNKVRSVQQLIQRLRLVKSPSEIKRMQIAGKLTSEAFIETMFASKAPIDEAFLYAKFEFECRARGADILAY.... Result: 1 (interaction). (2) The miRNA is mmu-miR-669o-3p with sequence ACAUAACAUACACACACACGUAU. The protein sequence of the target gene is MSNMEKHLFNLKFAAKELNRNAKKCDKEEKAEKAKIKKAIQKGNTEVARIHAENAIRQKNQAINFLRMSARVDAVAARVQTAVTMGKVTKSMAGVVKSMDATLRSMNLEKISALMDKFEHQFETLDVQTQQMEDTMSSTTTLTTPQNQVDMLLQEMADEAGLDLNMELPQGQTGSVGASVASTEQDELSQRLARLRDQV. Result: 1 (interaction). (3) The miRNA is hsa-miR-4423-5p with sequence AGUUGCCUUUUUGUUCCCAUGC. The protein sequence of the target gene is MVKLGCSFSGKPGKEAGDQDGAAMDSVPLISPLDVSQLQPSFSDQVVINTQTEYQLTSADQPKKFADLEGQRLACSHSEEGRRLPTARMIAFAMALLGCVLIMYKAIWYDQFTCPDGFLLRHKICTPLTLEMYYTEMDPERHRSILAAIGAYPLSRKHGTEMPAVWGNNYRTAKEEHKGTTPAAMAVSTAAAAAAAEGTEPSGKSLDTREKEDPQKAEGVPSQPPK. Result: 0 (no interaction). (4) The miRNA is hsa-miR-4699-3p with sequence AAUUUACUCUGCAAUCUUCUCC. The protein sequence of the target gene is MSRAGNRGNTQARWLGTGLLGLFLLPMYLSLEVSVGKATTIYAINGSSILLPCTFSSCYGFENLYFKWSYNNSETSRILIDGIVKNDKSDPKVRVKDDDRITLEGSTKEKTNNISILLSDLEFSDTGRYTCFVRNPKEKDLNNSATIFLQVVDKLEKVDNTVTLIILAVVGGVIGLLVCILLLKKLITFILKKTREKKKECLVSSSGNDNTENGLPGSKAEEKPPTKV. Result: 0 (no interaction). (5) The miRNA is hsa-miR-4502 with sequence GCUGAUGAUGAUGGUGCUGAAG. The protein sequence of the target gene is MNEPAKHRLGCTRTPEPDIRLRKGHQLDDTRGSNNDNYQGDLEPSLETPVCSSYYENSPEEPECHDDNSQEDEGFMGMSPLLQAHHAMERMEEFVCKVWEGRWRVIPHDVLPDWLKDNDFLLHGHRPPMPSFRACFKSIFRIHTETGNIWTHLLGCVFFLCLGIFYMFRPNISFVAPLQEKVVFGLFFLGAILCLSFSWLFHTVYCHSEGVSRLFSKLDYSGIALLIMGSFVPWLYYSFYCNPQPCFIYLIVICVLGIAAIIVSQWDMFATPQYRGVRAGVFVGLGLSGIIPTLHYVISE.... Result: 0 (no interaction). (6) The miRNA is hsa-miR-224-5p with sequence UCAAGUCACUAGUGGUUCCGUUUAG. The protein sequence of the target gene is MNWSHSCISFCWIYFAASRLRAAETADGKYAQKLFNDLFEDYSNALRPVEDTDKVLNVTLQITLSQIKDMDERNQILTAYLWIRQIWHDAYLTWDRDQYDGLDSIRIPSDLVWRPDIVLYNKADDESSEPVNTNVVLRYDGLITWDAPAITKSSCVVDVTYFPFDNQQCNLTFGSWTYNGNQVDIFNALDSGDLSDFIEDVEWEVHGMPAVKNVISYGCCSEPYPDVTFTLLLKRRSSFYIVNLLIPCVLISFLAPLSFYLPAASGEKVSLGVTILLAMTVFQLMVAEIMPASENVPLIG.... Result: 0 (no interaction). (7) The miRNA is hsa-miR-103a-3p with sequence AGCAGCAUUGUACAGGGCUAUGA. The protein sequence of the target gene is MAAAGAPDGMEEPGMDTEAETVATEAPARPVNCLEAEAAAGAAAEDSGAARGSLQPAPAQPPGDPAAQASVSNGEDAGGGAGRELVDLKIIWNKTKHDVKFPLDSTGSELKQKIHSITGLPPAMQKVMYKGLVPEDKTLREIKVTSGAKIMVVGSTINDVLAVNTPKDAAQQDAKAEENKKEPLCRQKQHRKVLDKGKPEDVMPSVKGAQERLPTVPLSGMYNKSGGKVRLTFKLEQDQLWIGTKERTEKLPMGSIKNVVSEPIEGHEDYHMMAFQLGPTEASYYWVYWVPTQYVDAIKD.... Result: 1 (interaction). (8) The miRNA is hsa-miR-605-3p with sequence AGAAGGCACUAUGAGAUUUAGA. The protein sequence of the target gene is MAPLPPRGLVPSLLWCLSLFLSLPGPVWLQPSPPPHPSPRAEPHPCHTCRALVDNFNKGLERTIRDNFGGGNTAWEEEKLSKYKDSETRLVEVLEGVCSRSDFECHRLLELSEELVENWWFHRQQEAPDLFQWLCSDSLKLCCPSGTFGPSCLPCPGGTERPCGGYGQCEGEGTRGGSGHCDCQAGYGGEACGQCGLGYFEAERNSSHLVCSACFGPCARCTGPEESHCLQCKKGWALHHLKCVDIDECGTEQATCGADQFCVNTEGSYECRDCAKACLGCMGAGPGRCKKCSRGYQQVG.... Result: 0 (no interaction).